From a dataset of Peptide-MHC class II binding affinity with 134,281 pairs from IEDB. Regression. Given a peptide amino acid sequence and an MHC pseudo amino acid sequence, predict their binding affinity value. This is MHC class II binding data. (1) The peptide sequence is GRAYNHALSELPETL. The MHC is DRB1_0401 with pseudo-sequence DRB1_0401. The binding affinity (normalized) is 0.766. (2) The peptide sequence is SKLKLLKGSETTVTE. The binding affinity (normalized) is 0.409. The MHC is DRB1_0401 with pseudo-sequence DRB1_0401. (3) The MHC is HLA-DQA10501-DQB10201 with pseudo-sequence HLA-DQA10501-DQB10201. The binding affinity (normalized) is 0.274. The peptide sequence is LQLQPFPQPQLPYPQPQLPYPQPQLPYPQPQPF. (4) The peptide sequence is IQYVNYWFAPGAGAA. The MHC is DRB1_0901 with pseudo-sequence DRB1_0901. The binding affinity (normalized) is 0.593. (5) The peptide sequence is FCALILAYSNKTVGE. The MHC is DRB1_0101 with pseudo-sequence DRB1_0101. The binding affinity (normalized) is 0.968.